This data is from Full USPTO retrosynthesis dataset with 1.9M reactions from patents (1976-2016). The task is: Predict the reactants needed to synthesize the given product. (1) Given the product [O:1]1[CH2:6][CH2:5][CH2:4][CH2:3][CH:2]1[O:7][NH:8][C:9](=[O:33])[CH2:10][C@@:11]1([C:20]2[S:21][C:22]([C:25]3[CH:30]=[CH:29][C:28]([CH2:31][CH3:32])=[CH:27][CH:26]=3)=[CH:23][CH:24]=2)[S:17](=[O:19])(=[O:18])[CH2:16][CH2:15][N:14]([CH2:39][C:35]2[S:34][CH:38]=[CH:37][CH:36]=2)[CH2:13][CH2:12]1, predict the reactants needed to synthesize it. The reactants are: [O:1]1[CH2:6][CH2:5][CH2:4][CH2:3][CH:2]1[O:7][NH:8][C:9](=[O:33])[CH2:10][C@@:11]1([C:20]2[S:21][C:22]([C:25]3[CH:30]=[CH:29][C:28]([CH2:31][CH3:32])=[CH:27][CH:26]=3)=[CH:23][CH:24]=2)[S:17](=[O:19])(=[O:18])[CH2:16][CH2:15][NH:14][CH2:13][CH2:12]1.[S:34]1[CH:38]=[CH:37][CH:36]=[C:35]1[CH:39]=O.C([BH3-])#N.[Na+].C(O)(=O)C. (2) Given the product [ClH:1].[NH2:2][C:3]1[N:8]=[C:7]([NH:9][C:10]2[CH:11]=[C:12]([CH:25]=[CH:26][CH:27]=2)[C:13]([NH:15][C:16]2[CH:21]=[CH:20][C:19]([NH2:22])=[CH:18][CH:17]=2)=[O:14])[CH:6]=[C:5]([CH3:28])[N:4]=1, predict the reactants needed to synthesize it. The reactants are: [ClH:1].[NH2:2][C:3]1[N:8]=[C:7]([NH:9][C:10]2[CH:11]=[C:12]([CH:25]=[CH:26][CH:27]=2)[C:13]([NH:15][C:16]2[CH:21]=[CH:20][C:19]([N+:22]([O-])=O)=[CH:18][CH:17]=2)=[O:14])[CH:6]=[C:5]([CH3:28])[N:4]=1. (3) Given the product [CH3:9][C:6]1[CH:5]=[CH:4][N:3]=[C:2]([C:7]#[N:8])[N:1]=1, predict the reactants needed to synthesize it. The reactants are: [N:1]1[CH:6]=[CH:5][CH:4]=[N:3][C:2]=1[C:7]#[N:8].[CH2:9](C1C=C(C(=O)CC(C2N=CC=CN=2)=O)C=CC=1)C1C=CC=CC=1. (4) Given the product [OH:2][CH2:20][CH2:21][C:22]1([CH2:28][CH2:29][N:30]2[CH2:31][CH2:32][O:33][CH2:34][CH2:35]2)[CH2:23][CH2:24][CH2:25][CH2:26][CH2:27]1, predict the reactants needed to synthesize it. The reactants are: Cl.[O:2]([CH2:20][CH2:21][C:22]1([CH2:28][CH2:29][N:30]2[CH2:35][CH2:34][O:33][CH2:32][CH2:31]2)[CH2:27][CH2:26][CH2:25][CH2:24][CH2:23]1)[Si](C(C)(C)C)(C1C=CC=CC=1)C1C=CC=CC=1. (5) Given the product [CH:9](=[N:1][C:2]1[CH:7]=[CH:6][C:5]([OH:8])=[CH:4][CH:3]=1)[C:10]1[CH:15]=[CH:14][CH:13]=[CH:12][CH:11]=1, predict the reactants needed to synthesize it. The reactants are: [NH2:1][C:2]1[CH:7]=[CH:6][C:5]([OH:8])=[CH:4][CH:3]=1.[CH:9](=O)[C:10]1[CH:15]=[CH:14][CH:13]=[CH:12][CH:11]=1.